From a dataset of Full USPTO retrosynthesis dataset with 1.9M reactions from patents (1976-2016). Predict the reactants needed to synthesize the given product. (1) Given the product [F:1][C:2]([F:13])([F:12])[CH2:3][CH2:4][S:5]([CH2:8][CH2:9][CH2:10][NH:14][CH2:15][CH2:16][CH2:17][OH:18])(=[O:7])=[O:6], predict the reactants needed to synthesize it. The reactants are: [F:1][C:2]([F:13])([F:12])[CH2:3][CH2:4][S:5]([CH2:8][CH2:9][CH2:10]Cl)(=[O:7])=[O:6].[NH2:14][CH2:15][CH2:16][CH2:17][OH:18]. (2) Given the product [F:26][C:23]1[CH:22]=[CH:21][C:20]([CH2:19][N:15]2[CH2:16][CH2:17][CH2:18][N:12]3[N:11]=[C:10]([C:28]([O:30][CH3:31])=[O:29])[C:9]([OH:8])=[C:13]3[C:14]2=[O:27])=[CH:25][CH:24]=1, predict the reactants needed to synthesize it. The reactants are: C([O:8][C:9]1[C:10]([C:28]([O:30][CH3:31])=[O:29])=[N:11][N:12]2[CH2:18][CH2:17][CH2:16][N:15]([CH2:19][C:20]3[CH:25]=[CH:24][C:23]([F:26])=[CH:22][CH:21]=3)[C:14](=[O:27])[C:13]=12)C1C=CC=CC=1.